Task: Predict the product of the given reaction.. Dataset: Forward reaction prediction with 1.9M reactions from USPTO patents (1976-2016) (1) Given the reactants [Br:1][C:2]1[CH:7]=[CH:6][C:5]([C@@H:8]([NH2:10])[CH3:9])=[CH:4][CH:3]=1.N1C=CC=CC=1.[S:17](Cl)([CH3:20])(=[O:19])=[O:18], predict the reaction product. The product is: [Br:1][C:2]1[CH:7]=[CH:6][C:5]([C@@H:8]([NH:10][S:17]([CH3:20])(=[O:19])=[O:18])[CH3:9])=[CH:4][CH:3]=1. (2) Given the reactants [F:1][C:2]1[CH:3]=[C:4]([CH:19]=[CH:20][C:21]=1[C:22]([F:25])([F:24])[F:23])[CH2:5][CH:6]1[C:10]2=[N:11][C:12]3[CH:17]=[CH:16][CH:15]=[CH:14][C:13]=3[N:9]2[C:8](=[O:18])[NH:7]1.[NH2:26][C@H:27]1[CH2:32][CH2:31][C@H:30]([OH:33])[CH2:29][CH2:28]1.C(O)(C(F)(F)F)=O, predict the reaction product. The product is: [NH:11]1[C:12]2[CH:17]=[CH:16][CH:15]=[CH:14][C:13]=2[N:9]=[C:10]1[CH:6]([NH:7][C:8]([NH:26][C@H:27]1[CH2:32][CH2:31][C@H:30]([OH:33])[CH2:29][CH2:28]1)=[O:18])[CH2:5][C:4]1[CH:19]=[CH:20][C:21]([C:22]([F:25])([F:24])[F:23])=[C:2]([F:1])[CH:3]=1.